Dataset: Full USPTO retrosynthesis dataset with 1.9M reactions from patents (1976-2016). Task: Predict the reactants needed to synthesize the given product. Given the product [CH2:6]([N:13]1[CH2:15][C:14]1([CH3:18])[CH3:17])[C:7]1[CH:12]=[CH:11][CH:10]=[CH:9][CH:8]=1, predict the reactants needed to synthesize it. The reactants are: CS(Cl)(=O)=O.[CH2:6]([NH:13][C:14]([CH3:18])([CH3:17])[CH2:15]O)[C:7]1[CH:12]=[CH:11][CH:10]=[CH:9][CH:8]=1.C(N(CC)CC)C.O.